This data is from Forward reaction prediction with 1.9M reactions from USPTO patents (1976-2016). The task is: Predict the product of the given reaction. Given the reactants [OH:1][C:2]1[C:3]2[CH:4]=[CH:5][N:6]=[CH:7][C:8]=2[C:9]([CH3:25])([CH3:24])[C:10](=[O:23])[C:11]=1[C:12]([NH:14][CH2:15][C:16]([O:18]C(C)(C)C)=[O:17])=[O:13], predict the reaction product. The product is: [OH:1][C:2]1[C:3]2[CH:4]=[CH:5][N:6]=[CH:7][C:8]=2[C:9]([CH3:25])([CH3:24])[C:10](=[O:23])[C:11]=1[C:12]([NH:14][CH2:15][C:16]([OH:18])=[O:17])=[O:13].